This data is from Peptide-MHC class II binding affinity with 134,281 pairs from IEDB. The task is: Regression. Given a peptide amino acid sequence and an MHC pseudo amino acid sequence, predict their binding affinity value. This is MHC class II binding data. (1) The peptide sequence is EKALWIIFSQNMNIK. The MHC is DRB3_0101 with pseudo-sequence DRB3_0101. The binding affinity (normalized) is 0.269. (2) The peptide sequence is DLDKKETVWHLEE. The MHC is HLA-DPA10103-DPB10201 with pseudo-sequence HLA-DPA10103-DPB10201. The binding affinity (normalized) is 0. (3) The peptide sequence is TLWQRPLVTIKIGGQLIEAL. The MHC is HLA-DQA10101-DQB10501 with pseudo-sequence HLA-DQA10101-DQB10501. The binding affinity (normalized) is 0.108. (4) The binding affinity (normalized) is 0.922. The peptide sequence is DYEYKVSKLVSRLVI. The MHC is DRB5_0101 with pseudo-sequence DRB5_0101. (5) The peptide sequence is ILSHVKFNFGDFYSE. The MHC is DRB4_0101 with pseudo-sequence DRB4_0103. The binding affinity (normalized) is 0.312. (6) The peptide sequence is FCANKLMDVVYSIAL. The MHC is DRB1_0101 with pseudo-sequence DRB1_0101. The binding affinity (normalized) is 0.696. (7) The peptide sequence is LVKYVNGDGDVVAVDIKEKG. The MHC is HLA-DQA10501-DQB10301 with pseudo-sequence HLA-DQA10501-DQB10301. The binding affinity (normalized) is 0.752.